Dataset: M1 muscarinic receptor agonist screen with 61,833 compounds. Task: Binary Classification. Given a drug SMILES string, predict its activity (active/inactive) in a high-throughput screening assay against a specified biological target. (1) The molecule is Clc1ccc(c2nn(CCC(=O)NCc3ncccc3)c(=O)cc2)cc1. The result is 0 (inactive). (2) The molecule is O=C(N1CCc2c1cccc2)CCCCCN1C(=O)c2c(C1=O)cccc2. The result is 0 (inactive). (3) The molecule is S(c1n(c(nn1)Cc1n(ccc1)C)c1c(c(ccc1)C)C)CC(=O)Nc1sc(nn1)C. The result is 0 (inactive). (4) The result is 1 (active). The molecule is Clc1c(S(=O)(=O)N2CCN(CC2)CC(=O)Nc2cc3OCCOc3cc2)cc(Cl)cc1. (5) The molecule is s1c(NC(=O)C2CCCCC2)nnc1SCC. The result is 0 (inactive). (6) The compound is Brc1c(OCc2onc(n2)c2ncccc2)ccc(CC)c1. The result is 0 (inactive). (7) The compound is O(C(=O)c1c2n(CCCCC2)c2c1cc(O)cc2)CC. The result is 0 (inactive).